Dataset: Forward reaction prediction with 1.9M reactions from USPTO patents (1976-2016). Task: Predict the product of the given reaction. (1) Given the reactants [N+:1]([C:4]1[CH:5]=[C:6]2[C:10](=[CH:11][CH:12]=1)[C:9](=[O:13])[N:8]([CH2:14][C:15]([O:17][CH2:18][C:19]1[CH:24]=[CH:23][CH:22]=[CH:21][CH:20]=1)=[O:16])[C:7]2=[O:25])([O-])=O.[Cl-].[NH4+], predict the reaction product. The product is: [NH2:1][C:4]1[CH:5]=[C:6]2[C:10](=[CH:11][CH:12]=1)[C:9](=[O:13])[N:8]([CH2:14][C:15]([O:17][CH2:18][C:19]1[CH:20]=[CH:21][CH:22]=[CH:23][CH:24]=1)=[O:16])[C:7]2=[O:25]. (2) Given the reactants [Cl:1][C:2]1[CH:3]=[CH:4][CH:5]=[C:6]2[C:11]=1[N:10]=[N:9][C:8]([C:12]1[CH:17]=[CH:16][CH:15]=[CH:14][CH:13]=1)=[C:7]2[C:18]1[CH:19]=[C:20]([NH2:24])[CH:21]=[CH:22][CH:23]=1.[C:25]1([CH:35]=O)[C:34]2[C:29](=[CH:30][CH:31]=[CH:32][CH:33]=2)[CH:28]=[CH:27][CH:26]=1, predict the reaction product. The product is: [Cl:1][C:2]1[CH:3]=[CH:4][CH:5]=[C:6]2[C:11]=1[N:10]=[N:9][C:8]([C:12]1[CH:13]=[CH:14][CH:15]=[CH:16][CH:17]=1)=[C:7]2[C:18]1[CH:19]=[C:20]([NH:24][CH2:35][C:25]2[C:34]3[C:29](=[CH:30][CH:31]=[CH:32][CH:33]=3)[CH:28]=[CH:27][CH:26]=2)[CH:21]=[CH:22][CH:23]=1. (3) Given the reactants [F:1][C:2]1[C:11]2[CH2:10][N:9]([C@H:12]([CH:20]([CH3:22])[CH3:21])[C:13]([O:15][C:16]([CH3:19])([CH3:18])[CH3:17])=[O:14])[C:8](=[O:23])[C:7]3=[CH:24][N:25](S(C4C=CC(C)=CC=4)(=O)=O)[C:5]([C:6]=23)=[N:4][CH:3]=1.[OH-].[Na+], predict the reaction product. The product is: [F:1][C:2]1[C:11]2[CH2:10][N:9]([C@H:12]([CH:20]([CH3:21])[CH3:22])[C:13]([O:15][C:16]([CH3:19])([CH3:18])[CH3:17])=[O:14])[C:8](=[O:23])[C:7]3=[CH:24][NH:25][C:5]([C:6]=23)=[N:4][CH:3]=1. (4) Given the reactants [F:1][C:2]1[CH:3]=[CH:4][C:5]([C:8]2[N:12]=[N:11][N:10]([CH3:13])[C:9]=2[CH2:14][O:15][C:16]2[CH:24]=[CH:23][C:19]([C:20]([OH:22])=O)=[CH:18][N:17]=2)=[N:6][CH:7]=1.[CH3:25][C:26]1([NH2:30])[CH2:29][O:28][CH2:27]1, predict the reaction product. The product is: [F:1][C:2]1[CH:3]=[CH:4][C:5]([C:8]2[N:12]=[N:11][N:10]([CH3:13])[C:9]=2[CH2:14][O:15][C:16]2[CH:24]=[CH:23][C:19]([C:20]([NH:30][C:26]3([CH3:25])[CH2:29][O:28][CH2:27]3)=[O:22])=[CH:18][N:17]=2)=[N:6][CH:7]=1. (5) Given the reactants [CH3:1][NH2:2].[C:3]([O:7][C:8]([N:10]1[CH2:15][CH2:14][CH:13]([CH2:16][CH:17]=O)[CH2:12][CH2:11]1)=[O:9])([CH3:6])([CH3:5])[CH3:4].[BH4-].[Na+], predict the reaction product. The product is: [C:3]([O:7][C:8]([N:10]1[CH2:15][CH2:14][CH:13]([CH2:16][CH2:17][NH:2][CH3:1])[CH2:12][CH2:11]1)=[O:9])([CH3:6])([CH3:5])[CH3:4]. (6) Given the reactants C([O:3][C:4]([C:6]1[NH:7][C:8]2[C:13]([C:14]=1[S:15][C:16]1[CH:21]=[CH:20][CH:19]=[CH:18][C:17]=1[CH3:22])=[CH:12][C:11]([O:23][CH3:24])=[C:10]([O:25][CH3:26])[CH:9]=2)=[O:5])C.[OH-].[Li+].Cl, predict the reaction product. The product is: [CH3:24][O:23][C:11]1[CH:12]=[C:13]2[C:8](=[CH:9][C:10]=1[O:25][CH3:26])[NH:7][C:6]([C:4]([OH:5])=[O:3])=[C:14]2[S:15][C:16]1[CH:21]=[CH:20][CH:19]=[CH:18][C:17]=1[CH3:22]. (7) Given the reactants Cl.Cl.[NH:3]1[C:12]2[C:7](=[CH:8][CH:9]=[CH:10][CH:11]=2)[CH:6]([NH:13][O:14][CH2:15][C:16]([O:18][CH2:19][CH:20]=[CH2:21])=[O:17])[CH2:5][NH:4]1.C(N(CC)CC)C.[O:29]=[C:30](Cl)OC(Cl)(Cl)Cl.CN(C1C=CC=CN=1)C, predict the reaction product. The product is: [O:29]=[C:30]1[N:13]([O:14][CH2:15][C:16]([O:18][CH2:19][CH:20]=[CH2:21])=[O:17])[CH:6]2[CH2:5][N:4]1[NH:3][C:12]1[CH:11]=[CH:10][CH:9]=[CH:8][C:7]=12. (8) Given the reactants F[C:2]1[CH:3]=[C:4]2[C:8](=[CH:9][CH:10]=1)[NH:7][CH:6]=[C:5]2[CH:11]1[CH2:15][C:14](=[O:16])[NH:13][C:12]1=[O:17].[Cl:18]C1C=C2C(C=CN2)=CC=1.C1(=O)NC(=O)C=C1, predict the reaction product. The product is: [Cl:18][C:10]1[CH:9]=[C:8]2[C:4]([C:5]([CH:11]3[CH2:15][C:14](=[O:16])[NH:13][C:12]3=[O:17])=[CH:6][NH:7]2)=[CH:3][CH:2]=1. (9) Given the reactants [C:1]1(B(O)O)[CH:6]=[CH:5][CH:4]=[CH:3][CH:2]=1.[Br:10][C:11]1[CH:16]=[CH:15][C:14]([OH:17])=[C:13]([O:18][CH3:19])[CH:12]=1, predict the reaction product. The product is: [Br:10][C:11]1[CH:16]=[CH:15][C:14]([O:17][C:1]2[CH:6]=[CH:5][CH:4]=[CH:3][CH:2]=2)=[C:13]([O:18][CH3:19])[CH:12]=1. (10) Given the reactants [CH:1]1([N:7]([C@H:21]2[CH2:26][CH2:25][C@H:24]([CH2:27][O:28][C:29]3[CH:34]=[CH:33][CH:32]=[CH:31][CH:30]=3)[CH2:23][CH2:22]2)[C:8](=[O:20])[NH:9][C:10]2[S:11][C:12]([S:15][CH2:16][C:17]([OH:19])=[O:18])=[CH:13][N:14]=2)[CH2:6][CH2:5][CH2:4][CH2:3][CH2:2]1.C1(N[C@H]2CC[C@H](COC3C=CC([C:56]([F:59])([F:58])[F:57])=CC=3)CC2)CCCCC1.C(OC(=O)CSC1SC(N)=NC=1)C, predict the reaction product. The product is: [CH:1]1([N:7]([C@H:21]2[CH2:26][CH2:25][C@H:24]([CH2:27][O:28][C:29]3[CH:34]=[CH:33][C:32]([C:56]([F:59])([F:58])[F:57])=[CH:31][CH:30]=3)[CH2:23][CH2:22]2)[C:8](=[O:20])[NH:9][C:10]2[S:11][C:12]([S:15][CH2:16][C:17]([OH:19])=[O:18])=[CH:13][N:14]=2)[CH2:2][CH2:3][CH2:4][CH2:5][CH2:6]1.